Task: Predict the reaction yield, written as a fraction of the theoretical maximum amount of product (1.0 means a 100% yield; for example, 0.34 means a 34% yield).. Dataset: Reaction yield outcomes from USPTO patents with 853,638 reactions (1) The reactants are [Cl:1][C:2]1[C:3]([Cl:15])=[C:4]([Cl:14])[C:5]([Cl:13])=[C:6]2[C:11](=[O:12])[O:10][C:8](=O)[C:7]=12.[Cl:16][C:17]1[C:23]([OH:24])=[CH:22][CH:21]=[CH:20][C:18]=1[OH:19]. The catalyst is CN(C=O)C.O. The product is [Cl:13][C:5]1[C:4]([Cl:14])=[C:3]([Cl:15])[C:2]([Cl:1])=[C:7]2[C:6]=1[C:11](=[O:12])[O:10][C:8]12[C:20]2[CH:21]=[CH:22][C:23]([OH:24])=[C:17]([Cl:16])[C:18]=2[O:19][C:23]2[C:22]1=[CH:21][CH:20]=[C:18]([OH:19])[C:17]=2[Cl:16]. The yield is 0.917. (2) The reactants are [C:1]([O:5][C:6]([N:8]1[CH2:13][CH2:12][C@H:11]([OH:14])[CH2:10][C@@H:9]1[CH3:15])=[O:7])([CH3:4])([CH3:3])[CH3:2].[H-].[Na+].[Br:18][C:19]1[CH:24]=[CH:23][CH:22]=[C:21](F)[CH:20]=1. The catalyst is CN1CCCC1=O. The product is [C:1]([O:5][C:6]([N:8]1[CH2:13][CH2:12][C@H:11]([O:14][C:21]2[CH:22]=[CH:23][CH:24]=[C:19]([Br:18])[CH:20]=2)[CH2:10][C@@H:9]1[CH3:15])=[O:7])([CH3:4])([CH3:2])[CH3:3]. The yield is 0.570. (3) The reactants are [C:1]1([C:11]([OH:13])=[O:12])[C:10]2[C:5](=[CH:6][CH:7]=[CH:8][CH:9]=2)[CH:4]=[CH:3][N:2]=1.S(=O)(=O)(O)O.[CH3:19]O. No catalyst specified. The product is [C:1]1([C:11]([O:13][CH3:19])=[O:12])[C:10]2[C:5](=[CH:6][CH:7]=[CH:8][CH:9]=2)[CH:4]=[CH:3][N:2]=1. The yield is 1.00.